Dataset: Forward reaction prediction with 1.9M reactions from USPTO patents (1976-2016). Task: Predict the product of the given reaction. (1) Given the reactants [NH2:1][CH2:2][CH2:3][CH2:4][C@H:5]([NH:9][C:10]([O:12][CH2:13][C:14]1[CH:19]=[CH:18][CH:17]=[CH:16][CH:15]=1)=[O:11])[C:6]([OH:8])=[O:7].[O:20]=[C:21]1[C:29]2[C:24](=[CH:25][CH:26]=[CH:27][CH:28]=2)[C:23](=[O:30])N1C(OCC)=O.C=O.[CH3:38]C1C=CC(S(O)(=O)=O)=CC=1, predict the reaction product. The product is: [O:20]=[C:21]1[C:29]2[C:24](=[CH:25][CH:26]=[CH:27][CH:28]=2)[C:23](=[O:30])[N:1]1[CH2:2][CH2:3][CH2:4][C@H:5]1[C:6](=[O:8])[O:7][CH2:38][N:9]1[C:10]([O:12][CH2:13][C:14]1[CH:15]=[CH:16][CH:17]=[CH:18][CH:19]=1)=[O:11]. (2) Given the reactants [CH3:1][C:2]1[C:19]([CH3:20])=[CH:18][C:5]2[NH:6][C:7]([C:9]3[CH:16]=[CH:15][C:12]([C:13]#[N:14])=[C:11]([F:17])[CH:10]=3)=[N:8][C:4]=2[CH:3]=1.Br[CH2:22][CH2:23][O:24][CH3:25].[H-].[Na+], predict the reaction product. The product is: [F:17][C:11]1[CH:10]=[C:9]([C:7]2[N:6]([CH2:22][CH2:23][O:24][CH3:25])[C:5]3[CH:18]=[C:19]([CH3:20])[C:2]([CH3:1])=[CH:3][C:4]=3[N:8]=2)[CH:16]=[CH:15][C:12]=1[C:13]#[N:14].